Dataset: Forward reaction prediction with 1.9M reactions from USPTO patents (1976-2016). Task: Predict the product of the given reaction. Given the reactants [CH2:1]([O:8][C:9]1[CH:13]=[C:12]([CH:14]([CH3:16])[CH3:15])[S:11][C:10]=1[C:17]([O:19]C)=[O:18])[C:2]1[CH:7]=[CH:6][CH:5]=[CH:4][CH:3]=1.[OH-].[Li+], predict the reaction product. The product is: [CH2:1]([O:8][C:9]1[CH:13]=[C:12]([CH:14]([CH3:16])[CH3:15])[S:11][C:10]=1[C:17]([OH:19])=[O:18])[C:2]1[CH:3]=[CH:4][CH:5]=[CH:6][CH:7]=1.